Dataset: Full USPTO retrosynthesis dataset with 1.9M reactions from patents (1976-2016). Task: Predict the reactants needed to synthesize the given product. (1) Given the product [CH:19]([C:16]1[CH:17]=[CH:18][C:13]([C:2]2([NH:1][C:24](=[O:31])[C:25]3[CH:30]=[CH:29][CH:28]=[CH:27][CH:26]=3)[C:10](=[O:11])[C:9]3[C:4](=[CH:5][CH:6]=[CH:7][CH:8]=3)[C:3]2=[O:12])=[C:14]([O:22][CH3:23])[CH:15]=1)([CH3:21])[CH3:20], predict the reactants needed to synthesize it. The reactants are: [NH2:1][C:2]1([C:13]2[CH:18]=[CH:17][C:16]([CH:19]([CH3:21])[CH3:20])=[CH:15][C:14]=2[O:22][CH3:23])[C:10](=[O:11])[C:9]2[C:4](=[CH:5][CH:6]=[CH:7][CH:8]=2)[C:3]1=[O:12].[C:24](Cl)(=[O:31])[C:25]1[CH:30]=[CH:29][CH:28]=[CH:27][CH:26]=1.C(N(CC)CC)C. (2) Given the product [CH3:3][N:22]1[C:23]2[CH:28]=[CH:27][CH:26]=[CH:25][C:24]=2[C:18]([C:10]2[CH:9]=[N:8][C:17]3[C:12]([CH:11]=2)=[CH:13][CH:14]=[CH:15][CH:16]=3)=[N:19][CH2:20][C:21]1=[O:29], predict the reactants needed to synthesize it. The reactants are: [H-].[Na+].[CH2:3]1COCC1.[N:8]1[C:17]2[C:12](=[CH:13][CH:14]=[CH:15][CH:16]=2)[CH:11]=[C:10]([C:18]2[C:24]3[CH:25]=[CH:26][CH:27]=[CH:28][C:23]=3[NH:22][C:21](=[O:29])[CH2:20][N:19]=2)[CH:9]=1.CI. (3) Given the product [CH:25]1([C:24]2[C:19]3[C:20](=[N:21][C:16]([O:15][CH2:14][C:13]([NH:12][CH:10]([C:8]4[CH:9]=[C:4]5[CH:3]=[CH:2][N:1]([CH3:31])[C:5]5=[N:6][CH:7]=4)[CH3:11])=[O:30])=[CH:17][C:18]=3[CH3:29])[N:22]([CH3:28])[N:23]=2)[CH2:27][CH2:26]1, predict the reactants needed to synthesize it. The reactants are: [NH:1]1[C:5]2=[N:6][CH:7]=[C:8]([CH:10]([NH:12][C:13](=[O:30])[CH2:14][O:15][C:16]3[N:21]=[C:20]4[N:22]([CH3:28])[N:23]=[C:24]([CH:25]5[CH2:27][CH2:26]5)[C:19]4=[C:18]([CH3:29])[CH:17]=3)[CH3:11])[CH:9]=[C:4]2[CH:3]=[CH:2]1.[CH3:31]I.[H-].[Na+].